From a dataset of Forward reaction prediction with 1.9M reactions from USPTO patents (1976-2016). Predict the product of the given reaction. (1) Given the reactants [S:1]1[C:5](B(O)O)=[CH:4][C:3]2[CH:9]=[CH:10][CH:11]=[CH:12][C:2]1=2.Br[C:14]1[CH:15]=[N:16][CH:17]=[C:18]([Cl:20])[CH:19]=1, predict the reaction product. The product is: [S:1]1[C:5]([C:14]2[CH:15]=[N:16][CH:17]=[C:18]([Cl:20])[CH:19]=2)=[CH:4][C:3]2[CH:9]=[CH:10][CH:11]=[CH:12][C:2]1=2. (2) Given the reactants [Cl:1][C:2]1[C:3]([NH:25][C:26]2[CH:31]=[CH:30][CH:29]=[CH:28][C:27]=2[NH:32][S:33]([CH3:36])(=[O:35])=[O:34])=[N:4][C:5]([NH:8][C:9]2[CH:24]=[CH:23][C:12]3[N:13]([CH3:22])[CH2:14][CH2:15][N:16]([CH2:18][CH2:19][O:20][CH3:21])[CH2:17][C:11]=3[CH:10]=2)=[N:6][CH:7]=1.ClC1C(NC2C=CC=CC=2NS(C)(=O)=O)=NC(NC2C=CC3N(C)CCNCC=3C=2)=NC=1.C(N(C(C)C)CC)(C)C.BrCCOC, predict the reaction product. The product is: [NH4+:4].[OH-:20].[Cl:1][C:2]1[C:3]([NH:25][C:26]2[CH:31]=[CH:30][CH:29]=[CH:28][C:27]=2[NH:32][S:33]([CH3:36])(=[O:34])=[O:35])=[N:4][C:5]([NH:8][C:9]2[CH:24]=[CH:23][C:12]3[N:13]([CH3:22])[CH2:14][CH2:15][N:16]([CH2:18][CH2:19][O:20][CH3:21])[CH2:17][C:11]=3[CH:10]=2)=[N:6][CH:7]=1. (3) Given the reactants Cl[CH2:2][C:3]([NH:5][C:6]1[CH:11]=[CH:10][C:9]([B:12]2[O:16][C:15]([CH3:18])([CH3:17])[C:14]([CH3:20])([CH3:19])[O:13]2)=[CH:8][CH:7]=1)=[O:4].[NH:21]1[CH2:25][CH2:24][CH2:23][CH2:22]1.C(N(C(C)C)CC)(C)C, predict the reaction product. The product is: [N:21]1([CH2:2][C:3]([NH:5][C:6]2[CH:11]=[CH:10][C:9]([B:12]3[O:16][C:15]([CH3:18])([CH3:17])[C:14]([CH3:20])([CH3:19])[O:13]3)=[CH:8][CH:7]=2)=[O:4])[CH2:25][CH2:24][CH2:23][CH2:22]1. (4) Given the reactants [CH3:1][O:2][C@H:3]1[C@@H:7]2[O:8][C:9]([CH3:12])([CH3:11])[O:10][C@@H:6]2[C@@H:5]([C@H:13]([OH:21])[C@@H:14]([NH2:20])[C:15]([O:17][CH2:18][CH3:19])=[O:16])[O:4]1.CN(C1C=CC=CN=1)C.[CH2:31]([O:38][C:39](ON1C(=O)CCC1=O)=[O:40])[C:32]1[CH:37]=[CH:36][CH:35]=[CH:34][CH:33]=1.C(N(CC)CC)C, predict the reaction product. The product is: [CH3:1][O:2][C@H:3]1[C@@H:7]2[O:8][C:9]([CH3:11])([CH3:12])[O:10][C@@H:6]2[C@@H:5]([C@H:13]([OH:21])[C@@H:14]([NH:20][C:39]([O:38][CH2:31][C:32]2[CH:37]=[CH:36][CH:35]=[CH:34][CH:33]=2)=[O:40])[C:15]([O:17][CH2:18][CH3:19])=[O:16])[O:4]1. (5) Given the reactants [F:1][C:2]1[CH:3]=[N:4][C:5]2[C:10]([C:11]=1[CH2:12][CH2:13][N:14]1[CH2:20][C@H:19]3[C@H:16]([CH2:17][C@@H:18]3[N:21]3C(=O)C4C(=CC=CC=4)C3=O)[CH2:15]1)=[N:9][C:8]([O:32][CH3:33])=[CH:7][CH:6]=2.NN, predict the reaction product. The product is: [F:1][C:2]1[CH:3]=[N:4][C:5]2[C:10]([C:11]=1[CH2:12][CH2:13][N:14]1[CH2:20][C@H:19]3[C@H:16]([CH2:17][C@@H:18]3[NH2:21])[CH2:15]1)=[N:9][C:8]([O:32][CH3:33])=[CH:7][CH:6]=2.